Task: Predict the reaction yield, written as a fraction of the theoretical maximum amount of product (1.0 means a 100% yield; for example, 0.34 means a 34% yield).. Dataset: Reaction yield outcomes from USPTO patents with 853,638 reactions (1) The reactants are C[O:2][C:3](=[O:24])[C:4]1[CH:9]=[C:8]([C:10]2[S:11][CH:12]=[C:13]([C:15]3[CH:20]=[CH:19][C:18]([Cl:21])=[C:17]([Cl:22])[CH:16]=3)[N:14]=2)[CH:7]=[CH:6][C:5]=1Br.[C:25]([C:27]1[N:32]=[C:31](B(O)O)[CH:30]=[CH:29][CH:28]=1)#[N:26]. No catalyst specified. The product is [C:25]([C:27]1[N:32]=[C:31]([C:5]2[CH:6]=[CH:7][C:8]([C:10]3[S:11][CH:12]=[C:13]([C:15]4[CH:20]=[CH:19][C:18]([Cl:21])=[C:17]([Cl:22])[CH:16]=4)[N:14]=3)=[CH:9][C:4]=2[C:3]([OH:2])=[O:24])[CH:30]=[CH:29][CH:28]=1)#[N:26]. The yield is 0.160. (2) The reactants are Cl.[CH3:2][O:3][C:4]1[CH:9]=[CH:8][C:7]([NH:10]N)=[C:6]([C:12]([F:15])([F:14])[F:13])[CH:5]=1.Cl.O.[NH:18]1[CH2:23][CH2:22][C:21](=O)[CH2:20][CH2:19]1.Cl. No catalyst specified. The product is [CH3:2][O:3][C:4]1[CH:5]=[C:6]([C:12]([F:15])([F:14])[F:13])[C:7]2[NH:10][C:21]3[CH2:22][CH2:23][NH:18][CH2:19][C:20]=3[C:8]=2[CH:9]=1. The yield is 0.420.